Dataset: Full USPTO retrosynthesis dataset with 1.9M reactions from patents (1976-2016). Task: Predict the reactants needed to synthesize the given product. (1) Given the product [C:36]([C@H:23]1[C:22](=[O:40])[N:21]2[CH2:41][C@@H:18]([CH2:19][C@H:20]2[C:42]([NH:44][C@:45]2([C:50](=[O:59])[NH:51][S:52]([C:55]3([CH3:58])[CH2:56][CH2:57]3)(=[O:54])=[O:53])[CH2:47][C@H:46]2[CH:48]=[CH2:49])=[O:43])[O:17][C:9]2=[N:10][C:11]3[CH:12]=[CH:13][CH:14]=[CH:15][C:16]=3[C:7]([O:6][CH2:5][CH:3]3[CH2:2][N:1]([CH3:60])[CH2:4]3)=[C:8]2[CH2:33][CH2:32][CH2:31][CH2:30][CH2:29][C@@H:28]2[CH2:34][C@H:27]2[O:26][C:25](=[O:35])[NH:24]1)([CH3:39])([CH3:38])[CH3:37], predict the reactants needed to synthesize it. The reactants are: [NH:1]1[CH2:4][CH:3]([CH2:5][O:6][C:7]2[C:16]3[CH:15]=[CH:14][CH:13]=[CH:12][C:11]=3[N:10]=[C:9]3[O:17][C@H:18]4[CH2:41][N:21]([C:22](=[O:40])[C@H:23]([C:36]([CH3:39])([CH3:38])[CH3:37])[NH:24][C:25](=[O:35])[O:26][C@@H:27]5[CH2:34][C@H:28]5[CH2:29][CH2:30][CH2:31][CH2:32][CH2:33][C:8]=23)[C@H:20]([C:42]([NH:44][C@:45]2([C:50](=[O:59])[NH:51][S:52]([C:55]3([CH3:58])[CH2:57][CH2:56]3)(=[O:54])=[O:53])[CH2:47][C@H:46]2[CH:48]=[CH2:49])=[O:43])[CH2:19]4)[CH2:2]1.[CH2:60]=O.[BH4-].[Na+]. (2) Given the product [CH3:1][C@@H:2]1[CH2:6][N:5]([C:7]([O:9][C:10]([CH3:11])([CH3:12])[CH3:13])=[O:8])[C@H:4]([C:14]([O:16][CH2:17][C:18]([C:19]2[CH:20]=[CH:21][C:22]3[C:31]4[CH:30]=[C:29]5[CH2:32][CH2:33][CH:34]([Br:39])[C:35](=[O:36])[C:28]5=[CH:27][C:26]=4[O:25][CH2:24][C:23]=3[CH:37]=2)=[O:38])=[O:15])[CH2:3]1, predict the reactants needed to synthesize it. The reactants are: [CH3:1][C@@H:2]1[CH2:6][N:5]([C:7]([O:9][C:10]([CH3:13])([CH3:12])[CH3:11])=[O:8])[C@H:4]([C:14]([O:16][CH2:17][C:18](=[O:38])[C:19]2[CH:20]=[CH:21][C:22]3[C:31]4[CH:30]=[C:29]5[CH2:32][CH2:33][CH2:34][C:35](=[O:36])[C:28]5=[CH:27][C:26]=4[O:25][CH2:24][C:23]=3[CH:37]=2)=[O:15])[CH2:3]1.[Br-:39].[Br-].[Br-].[NH+]1C=CC=CC=1.[NH+]1C=CC=CC=1.[NH+]1C=CC=CC=1. (3) Given the product [CH2:54]([N:45]([CH2:37][CH2:38][CH2:39][CH3:40])[C:46]1[CH:47]=[CH:48][CH:49]=[CH:50][CH:51]=1)[CH2:55][CH2:56][CH3:57], predict the reactants needed to synthesize it. The reactants are: C(C1C=CC=C(C(C)C)C=1N)(C)C.C1(C2NC(C3C=CC=CC=3)=C(C3C=CC=CC=3)N=2)C=CC=CC=1.[CH2:37]([N:45]([CH2:54][CH2:55][CH2:56][CH2:57]CCCC)[CH2:46][CH2:47][CH2:48][CH2:49][CH2:50][CH2:51]CC)[CH2:38][CH2:39][CH2:40]CCCC.C1(C(N)C2CCCCC2)CCCCC1.